This data is from Catalyst prediction with 721,799 reactions and 888 catalyst types from USPTO. The task is: Predict which catalyst facilitates the given reaction. (1) Reactant: C[O:2][C:3](=[O:44])[C:4]1[CH:9]=[CH:8][C:7]([O:10][CH2:11][CH2:12][CH2:13][O:14]/[N:15]=[CH:16]/[C:17]2[CH:22]=[CH:21][C:20]([C:23]([CH3:26])([CH3:25])[CH3:24])=[CH:19][CH:18]=2)=[CH:6][C:5]=1[NH:27][C:28](=[O:43])/[CH:29]=[CH:30]/[C:31]1[CH:36]=[CH:35][C:34]([C:37]2[CH:42]=[CH:41][CH:40]=[CH:39][CH:38]=2)=[CH:33][CH:32]=1.[OH-].[K+]. Product: [C:34]1([C:37]2[CH:42]=[CH:41][CH:40]=[CH:39][CH:38]=2)[CH:33]=[CH:32][C:31](/[CH:30]=[CH:29]/[C:28]([NH:27][C:5]2[CH:6]=[C:7]([O:10][CH2:11][CH2:12][CH2:13][O:14]/[N:15]=[CH:16]/[C:17]3[CH:18]=[CH:19][C:20]([C:23]([CH3:26])([CH3:25])[CH3:24])=[CH:21][CH:22]=3)[CH:8]=[CH:9][C:4]=2[C:3]([OH:44])=[O:2])=[O:43])=[CH:36][CH:35]=1. The catalyst class is: 36. (2) Reactant: C([N:8]1[CH2:17][CH:16]([C:18]2[CH:23]=[CH:22][C:21]([O:24][CH3:25])=[CH:20][CH:19]=2)[C:15]2[C:10](=[CH:11][C:12]([O:26][CH3:27])=[CH:13][CH:14]=2)[CH2:9]1)C1C=CC=CC=1.CO.CCOC(C)=O. Product: [CH3:27][O:26][C:12]1[CH:11]=[C:10]2[C:15]([CH:16]([C:18]3[CH:23]=[CH:22][C:21]([O:24][CH3:25])=[CH:20][CH:19]=3)[CH2:17][NH:8][CH2:9]2)=[CH:14][CH:13]=1. The catalyst class is: 50. (3) Reactant: [Cl:1][C:2]1[CH:10]=[C:9]([S:11]([CH3:14])(=[O:13])=[O:12])[CH:8]=[CH:7][C:3]=1[C:4]([OH:6])=O.CN1CCOCC1.[Cl:22][C:23]1[CH:28]=[CH:27][C:26]([NH2:29])=[CH:25][C:24]=1[C:30]1[CH:35]=[CH:34][CH:33]=[CH:32][N:31]=1.C(O)(C)C. Product: [Cl:1][C:2]1[CH:10]=[C:9]([S:11]([CH3:14])(=[O:13])=[O:12])[CH:8]=[CH:7][C:3]=1[C:4]([NH:29][C:26]1[CH:27]=[CH:28][C:23]([Cl:22])=[C:24]([C:30]2[CH:35]=[CH:34][CH:33]=[CH:32][N:31]=2)[CH:25]=1)=[O:6]. The catalyst class is: 2. (4) Reactant: [I:1]I.C1(P(C2C=CC=CC=2)C2C=CC=CC=2)C=CC=CC=1.N1C=CN=C1.O[CH2:28][CH2:29][NH:30][C:31](=[O:37])[O:32][C:33]([CH3:36])([CH3:35])[CH3:34].S([O-])([O-])(=O)=S.[Na+].[Na+]. Product: [I:1][CH2:28][CH2:29][NH:30][C:31](=[O:37])[O:32][C:33]([CH3:36])([CH3:35])[CH3:34]. The catalyst class is: 4. (5) Reactant: [CH3:1][NH2:2].[CH3:3][N:4]1[C:12]2[C:7](=[CH:8][CH:9]=[CH:10][CH:11]=2)[C:6]([CH3:13])=[C:5]1[CH:14]=O.[BH4-].[Na+].O. Product: [CH3:3][N:4]1[C:12]2[C:7](=[CH:8][CH:9]=[CH:10][CH:11]=2)[C:6]([CH3:13])=[C:5]1[CH2:14][NH:2][CH3:1]. The catalyst class is: 5. (6) Reactant: Br[CH2:2][C:3]([C:5]1[C:6]2[CH:13]=[CH:12][N:11]([S:14]([C:17]3[CH:22]=[CH:21][C:20]([CH3:23])=[CH:19][CH:18]=3)(=[O:16])=[O:15])[C:7]=2[N:8]=[CH:9][N:10]=1)=O.[NH2:24][C:25]([NH2:27])=[S:26]. Product: [C:20]1([CH3:23])[CH:21]=[CH:22][C:17]([S:14]([N:11]2[C:7]3[N:8]=[CH:9][N:10]=[C:5]([C:3]4[N:24]=[C:25]([NH2:27])[S:26][CH:2]=4)[C:6]=3[CH:13]=[CH:12]2)(=[O:16])=[O:15])=[CH:18][CH:19]=1. The catalyst class is: 21. (7) Reactant: C(=O)([O-])[O-].[K+].[K+].[CH2:7]([CH:9]([CH2:12][CH2:13][CH2:14][CH3:15])[CH2:10][NH2:11])[CH3:8].[CH:16]1[C:25]2[C:20](=[CH:21][CH:22]=[CH:23][CH:24]=2)[CH:19]=[CH:18][C:17]=1[O:26][CH2:27][CH2:28][CH2:29][CH2:30]Cl. Product: [CH2:7]([CH:9]([CH2:12][CH2:13][CH2:14][CH3:15])[CH2:10][NH:11][CH2:30][CH2:29][CH2:28][CH2:27][O:26][C:17]1[CH:18]=[CH:19][C:20]2[C:25](=[CH:24][CH:23]=[CH:22][CH:21]=2)[CH:16]=1)[CH3:8]. The catalyst class is: 58.